Dataset: Peptide-MHC class I binding affinity with 185,985 pairs from IEDB/IMGT. Task: Regression. Given a peptide amino acid sequence and an MHC pseudo amino acid sequence, predict their binding affinity value. This is MHC class I binding data. (1) The peptide sequence is FHGVAKNPV. The MHC is HLA-A02:03 with pseudo-sequence HLA-A02:03. The binding affinity (normalized) is 0.0847. (2) The peptide sequence is RQIINTWHK. The MHC is Mamu-B6601 with pseudo-sequence Mamu-B6601. The binding affinity (normalized) is 0.931. (3) The binding affinity (normalized) is 0.0847. The MHC is HLA-B27:03 with pseudo-sequence HLA-B27:03. The peptide sequence is YTFCGTIEY. (4) The peptide sequence is NWSPTAALV. The MHC is Patr-A0901 with pseudo-sequence Patr-A0901. The binding affinity (normalized) is 0.392. (5) The peptide sequence is HIDPMWKVL. The MHC is HLA-A23:01 with pseudo-sequence HLA-A23:01. The binding affinity (normalized) is 0.0847. (6) The peptide sequence is KKMQSYNSV. The MHC is HLA-B15:03 with pseudo-sequence HLA-B15:03. The binding affinity (normalized) is 0.904.